The task is: Predict the product of the given reaction.. This data is from Forward reaction prediction with 1.9M reactions from USPTO patents (1976-2016). (1) Given the reactants C(OC([N:8]1[CH2:13][CH2:12][N:11]([C:14]2[C:15]3[C:29]([C:30]([CH3:32])=[CH2:31])=[CH:28][N:27]=[CH:26][C:16]=3[N:17]=[C:18]([C:20]3[CH:25]=[CH:24][N:23]=[CH:22][CH:21]=3)[N:19]=2)[CH2:10][CH2:9]1)=O)(C)(C)C.Cl, predict the reaction product. The product is: [C:30]([C:29]1[C:15]2[C:14]([N:11]3[CH2:12][CH2:13][NH:8][CH2:9][CH2:10]3)=[N:19][C:18]([C:20]3[CH:25]=[CH:24][N:23]=[CH:22][CH:21]=3)=[N:17][C:16]=2[CH:26]=[N:27][CH:28]=1)([CH3:32])=[CH2:31]. (2) Given the reactants C1C=CC(P(C2C(C3C(P(C4C=CC=CC=4)C4C=CC=CC=4)=CC=C4C=3C=CC=C4)=C3C(C=CC=C3)=CC=2)C2C=CC=CC=2)=CC=1.C(=O)([O-])[O-].[Cs+].[Cs+].Br[C:54]1[CH:55]=[C:56]([F:70])[CH:57]=[C:58]2[C:63]=1[O:62]C(C(OCC)=O)=[CH:60][C:59]2=[O:69].[CH3:71][N:72]1[CH2:77][CH2:76][NH:75][CH2:74][CH2:73]1.[OH-].[Na+], predict the reaction product. The product is: [F:70][C:56]1[CH:55]=[C:54]([N:75]2[CH2:76][CH2:77][N:72]([CH3:71])[CH2:73][CH2:74]2)[C:63]([OH:62])=[C:58]([C:59](=[O:69])[CH3:60])[CH:57]=1. (3) Given the reactants [H-].[Na+].[CH3:3][C@@H:4]1[CH2:9][CH2:8][CH2:7][CH2:6][C@H:5]1[OH:10].[Cl:11][C:12]1[CH:17]=[C:16](Cl)[N:15]=[CH:14][N:13]=1.[Cl-].[NH4+], predict the reaction product. The product is: [Cl:11][C:12]1[CH:17]=[C:16]([O:10][C@@H:5]2[CH2:6][CH2:7][CH2:8][CH2:9][C@H:4]2[CH3:3])[N:15]=[CH:14][N:13]=1. (4) Given the reactants [N:1]12[CH2:8][CH2:7][CH:4]([CH2:5][CH2:6]1)[C@@H:3]([O:9][C:10]([C:12]1([C:19]3[CH:24]=[CH:23][CH:22]=[CH:21][CH:20]=3)[CH2:18][CH2:17][CH2:16][CH2:15][CH2:14][CH2:13]1)=[O:11])[CH2:2]2.[Cl:25][CH2:26][C:27]([NH:29][C:30]1[CH:35]=[N:34][CH:33]=[CH:32][N:31]=1)=[O:28], predict the reaction product. The product is: [Cl-:25].[C:19]1([C:12]2([C:10]([O:9][C@@H:3]3[CH:4]4[CH2:7][CH2:8][N+:1]([CH2:26][C:27](=[O:28])[NH:29][C:30]5[CH:35]=[N:34][CH:33]=[CH:32][N:31]=5)([CH2:6][CH2:5]4)[CH2:2]3)=[O:11])[CH2:18][CH2:17][CH2:16][CH2:15][CH2:14][CH2:13]2)[CH:20]=[CH:21][CH:22]=[CH:23][CH:24]=1. (5) Given the reactants [CH:1]1([NH:7][C:8]([C:10]2[CH:11]([NH2:34])[C:12]3[C:17]([C:18]=2[C:19]2[CH:24]=[CH:23][CH:22]=[CH:21][CH:20]=2)=[CH:16][CH:15]=[C:14]([O:25][CH2:26][CH2:27][N:28]2[CH2:33][CH2:32][O:31][CH2:30][CH2:29]2)[CH:13]=3)=[O:9])[CH2:6][CH2:5][CH2:4][CH2:3][CH2:2]1.[C:35](Cl)(=[O:37])[CH3:36].C(N(CC)CC)C, predict the reaction product. The product is: [CH:1]1([NH:7][C:8]([C:10]2[CH:11]([NH:34][C:35](=[O:37])[CH3:36])[C:12]3[C:17]([C:18]=2[C:19]2[CH:24]=[CH:23][CH:22]=[CH:21][CH:20]=2)=[CH:16][CH:15]=[C:14]([O:25][CH2:26][CH2:27][N:28]2[CH2:29][CH2:30][O:31][CH2:32][CH2:33]2)[CH:13]=3)=[O:9])[CH2:2][CH2:3][CH2:4][CH2:5][CH2:6]1.